From a dataset of Catalyst prediction with 721,799 reactions and 888 catalyst types from USPTO. Predict which catalyst facilitates the given reaction. Reactant: [NH:1]1[CH2:5][CH2:4][CH2:3][C@@H:2]1[CH2:6][OH:7].C(N(CC)C(C)C)(C)C.Cl[CH2:18][C:19](Cl)=[O:20].[C:22]([C:24]1[CH:29]=[CH:28][C:27](=[O:30])[N:26]([C:31]2[C:36]([F:37])=[CH:35][CH:34]=[CH:33][C:32]=2[F:38])[C:25]=1[S-:39])#[N:23].[Na+]. Product: [NH2:23][C:22]1[C:24]2[CH:29]=[CH:28][C:27](=[O:30])[N:26]([C:31]3[C:32]([F:38])=[CH:33][CH:34]=[CH:35][C:36]=3[F:37])[C:25]=2[S:39][C:18]=1[C:19]([N:1]1[CH2:5][CH2:4][CH2:3][C@@H:2]1[CH2:6][OH:7])=[O:20]. The catalyst class is: 23.